From a dataset of Reaction yield outcomes from USPTO patents with 853,638 reactions. Predict the reaction yield, written as a fraction of the theoretical maximum amount of product (1.0 means a 100% yield; for example, 0.34 means a 34% yield). (1) The reactants are C[O:2][C:3]1[CH:4]=[C:5]([N:9]2[C:13]([CH3:14])=[CH:12][C:11]([CH3:15])=[N:10]2)[CH:6]=[CH:7][CH:8]=1.C([O-])([O-])=O.[K+].[K+]. The catalyst is Br. The product is [CH3:15][C:11]1[CH:12]=[C:13]([CH3:14])[N:9]([C:5]2[CH:4]=[C:3]([OH:2])[CH:8]=[CH:7][CH:6]=2)[N:10]=1. The yield is 0.960. (2) The reactants are [F:1][C:2]([F:35])([F:34])[C:3]1[CH:4]=[C:5]([C:13]([CH3:33])([CH3:32])[C:14]([N:16]([C:18]2[CH:19]=[N:20][C:21](Cl)=[CH:22][C:23]=2[C:24]2[CH:29]=[CH:28][CH:27]=[CH:26][C:25]=2[Cl:30])[CH3:17])=[O:15])[CH:6]=[C:7]([C:9]([F:12])([F:11])[F:10])[CH:8]=1.[C:36]([NH:39][C@@H:40]1[CH2:44][NH:43][C@H:42]([CH2:45][OH:46])[CH2:41]1)(=[O:38])[CH3:37].CS(C)=O.CC#N. The catalyst is C(O)(C(F)(F)F)=O. The product is [C:36]([NH:39][C@@H:40]1[CH2:44][N:43]([C:21]2[N:20]=[CH:19][C:18]([N:16]([CH3:17])[C:14](=[O:15])[C:13]([C:5]3[CH:6]=[C:7]([C:9]([F:12])([F:11])[F:10])[CH:8]=[C:3]([C:2]([F:34])([F:1])[F:35])[CH:4]=3)([CH3:33])[CH3:32])=[C:23]([C:24]3[CH:29]=[CH:28][CH:27]=[CH:26][C:25]=3[Cl:30])[CH:22]=2)[C@H:42]([CH2:45][OH:46])[CH2:41]1)(=[O:38])[CH3:37]. The yield is 0.590. (3) The reactants are [CH2:1]([O:8][C:9]([N:11]1[CH2:15][CH2:14][CH2:13][CH:12]1[C:16]1[NH:17][C:18]([C:21]2[CH:26]=[CH:25][C:24](Br)=[CH:23][CH:22]=2)=[CH:19][N:20]=1)=[O:10])[C:2]1[CH:7]=[CH:6][CH:5]=[CH:4][CH:3]=1.[C:28]([O:32][C:33]([NH:35][C:36]1[CH:41]=[CH:40][C:39](B(O)O)=[CH:38][CH:37]=1)=[O:34])([CH3:31])([CH3:30])[CH3:29].C([O-])([O-])=O.[K+].[K+].N#N. The catalyst is C1C=CC([P]([Pd]([P](C2C=CC=CC=2)(C2C=CC=CC=2)C2C=CC=CC=2)([P](C2C=CC=CC=2)(C2C=CC=CC=2)C2C=CC=CC=2)[P](C2C=CC=CC=2)(C2C=CC=CC=2)C2C=CC=CC=2)(C2C=CC=CC=2)C2C=CC=CC=2)=CC=1.COCCOC. The product is [CH2:1]([O:8][C:9]([N:11]1[CH2:15][CH2:14][CH2:13][CH:12]1[C:16]1[NH:17][C:18]([C:21]2[CH:26]=[CH:25][C:24]([C:39]3[CH:38]=[CH:37][C:36]([NH:35][C:33]([O:32][C:28]([CH3:31])([CH3:30])[CH3:29])=[O:34])=[CH:41][CH:40]=3)=[CH:23][CH:22]=2)=[CH:19][N:20]=1)=[O:10])[C:2]1[CH:7]=[CH:6][CH:5]=[CH:4][CH:3]=1. The yield is 0.410. (4) The catalyst is Cl.CCO.CN(C=O)C. The product is [CH3:1][O:2][C:3]([NH:5][C@@H:6]([C@H:7]([CH3:8])[CH2:9][CH3:10])[C:11]([N:13]1[CH2:17][C@@H:16]([CH3:18])[CH2:15][C@H:14]1[C:19]1[NH:20][C:21]([C:24]2[CH:29]=[C:28]3[CH2:30][O:31][C:34]4[CH:35]=[C:58]5[C:59]([CH:36]=[CH:37][C:38]6[N:42]=[C:41]([C@@H:43]7[CH2:47][C@H:46]([CH2:48][O:49][CH3:50])[CH2:45][N:44]7[C:51](=[O:52])[C@@H:65]([NH:64][C:62](=[O:63])[O:61][CH3:60])[CH:69]([CH3:71])[CH3:70])[NH:40][C:39]=65)=[CH:32][C:33]=4[C:27]3=[CH:26][CH:25]=2)=[CH:22][N:23]=1)=[O:12])=[O:4]. The reactants are [CH3:1][O:2][C:3]([NH:5][C@H:6]([C:11]([N:13]1[CH2:17][C@@H:16]([CH3:18])[CH2:15][C@H:14]1[C:19]1[NH:20][C:21]([C:24]2[CH:29]=[C:28]3[CH2:30][O:31][C:32]4[CH:59]=[C:58]5[C:35]([CH:36]=[CH:37][C:38]6[N:42]=[C:41]([C@@H:43]7[CH2:47][C@H:46]([CH2:48][O:49][CH3:50])[CH2:45][N:44]7[C:51](OC(C)(C)C)=[O:52])[NH:40][C:39]=65)=[CH:34][C:33]=4[C:27]3=[CH:26][CH:25]=2)=[CH:22][N:23]=1)=[O:12])[C@@H:7]([CH2:9][CH3:10])[CH3:8])=[O:4].[CH3:60][O:61][C:62]([NH:64][C@@H:65]([CH:69]([CH3:71])[CH3:70])C(O)=O)=[O:63].CN(C(ON1N=NC2C=CC=NC1=2)=[N+](C)C)C.F[P-](F)(F)(F)(F)F.CN1CCOCC1. The yield is 0.710. (5) The reactants are [Br:1][C:2]1[CH:8]=[CH:7][C:5]([NH2:6])=[C:4]([F:9])[CH:3]=1.Cl[C:11]1[S:12][C:13]2[CH:19]=[CH:18][CH:17]=[CH:16][C:14]=2[N:15]=1. The catalyst is C1(C)C=CC=CC=1. The product is [Br:1][C:2]1[CH:8]=[CH:7][C:5]([NH:6][C:11]2[S:12][C:13]3[CH:19]=[CH:18][CH:17]=[CH:16][C:14]=3[N:15]=2)=[C:4]([F:9])[CH:3]=1. The yield is 0.990.